This data is from Forward reaction prediction with 1.9M reactions from USPTO patents (1976-2016). The task is: Predict the product of the given reaction. Given the reactants [N:1]1[CH:6]=[CH:5][CH:4]=[C:3]([C:7](=NN)[CH3:8])[CH:2]=1.[OH-].[K+].[C:13]1([CH2:19][CH2:20][CH2:21][N:22]2[C:26](=[O:27])[CH:25]=[CH:24][C:23]2=[O:28])[CH:18]=[CH:17][CH:16]=[CH:15][CH:14]=1, predict the reaction product. The product is: [NH3:1].[CH3:8][C:7]1([C:3]2[CH:2]=[N:1][CH:6]=[CH:5][CH:4]=2)[CH:25]2[CH:24]1[C:23](=[O:28])[N:22]([CH2:21][CH2:20][CH2:19][C:13]1[CH:14]=[CH:15][CH:16]=[CH:17][CH:18]=1)[C:26]2=[O:27].